This data is from Reaction yield outcomes from USPTO patents with 853,638 reactions. The task is: Predict the reaction yield, written as a fraction of the theoretical maximum amount of product (1.0 means a 100% yield; for example, 0.34 means a 34% yield). The reactants are [Cl:1][C:2]1[CH:3]=[CH:4][C:5]([CH:23]=[O:24])=[C:6]2[C:10]=1[N:9]=[C:8]1[N:11]([C:15]3[CH:20]=[CH:19][C:18]([Cl:21])=[CH:17][C:16]=3[Cl:22])[CH2:12][CH2:13][CH2:14][N:7]21.[C:25]([Mg]Cl)#[CH:26]. The catalyst is O1CCCC1.[Cl-].[NH4+]. The product is [Cl:1][C:2]1[C:10]2[N:9]=[C:8]3[N:11]([C:15]4[CH:20]=[CH:19][C:18]([Cl:21])=[CH:17][C:16]=4[Cl:22])[CH2:12][CH2:13][CH2:14][N:7]3[C:6]=2[C:5]([CH:23]([OH:24])[C:25]#[CH:26])=[CH:4][CH:3]=1. The yield is 0.930.